Dataset: Forward reaction prediction with 1.9M reactions from USPTO patents (1976-2016). Task: Predict the product of the given reaction. (1) Given the reactants [CH3:1][C:2]1([CH2:8][CH2:9][OH:10])[O:7][CH2:6][CH2:5][NH:4][CH2:3]1.C(N(CC)CC)C.Cl[C:19]([O:21][CH2:22][C:23]1[CH:28]=[CH:27][CH:26]=[CH:25][CH:24]=1)=[O:20], predict the reaction product. The product is: [OH:10][CH2:9][CH2:8][C:2]1([CH3:1])[O:7][CH2:6][CH2:5][N:4]([C:19]([O:21][CH2:22][C:23]2[CH:28]=[CH:27][CH:26]=[CH:25][CH:24]=2)=[O:20])[CH2:3]1. (2) Given the reactants FC(F)(F)C(O)=O.C([Si]1(C(C)(C)C)[O:17][C@H:16]2[C@H:18]([O:21][C:22]3[N:23](COCC[Si](C)(C)C)[C:24]4[C:25]([N:32]=3)=[N:26][C:27]([I:31])=[C:28]([Cl:30])[CH:29]=4)[CH2:19][O:20][C@@H:15]2[CH2:14][O:13]1)(C)(C)C.[F-].C([N+](CCCC)(CCCC)CCCC)CCC, predict the reaction product. The product is: [Cl:30][C:28]1[CH:29]=[C:24]2[NH:23][C:22]([O:21][C@@H:18]3[CH2:19][O:20][C@H:15]([CH2:14][OH:13])[C@H:16]3[OH:17])=[N:32][C:25]2=[N:26][C:27]=1[I:31]. (3) Given the reactants C(N(CC)CC)C.C(O)=O.[CH3:11][C@H:12]1[C:20]2[C:19]([N:21]3[CH2:26][CH2:25][N:24]([C:27]([O:29][C:30]([CH3:33])([CH3:32])[CH3:31])=[O:28])[CH2:23][CH2:22]3)=[N:18][CH:17]=[N:16][C:15]=2[C:14](=[O:34])[CH2:13]1.O[C@H]1C2N=CN=C(N3CCN(C(OC(C)(C)C)=O)CC3)C=2[C@H](C)C1, predict the reaction product. The product is: [OH:34][C@@H:14]1[C:15]2[N:16]=[CH:17][N:18]=[C:19]([N:21]3[CH2:26][CH2:25][N:24]([C:27]([O:29][C:30]([CH3:33])([CH3:32])[CH3:31])=[O:28])[CH2:23][CH2:22]3)[C:20]=2[C@H:12]([CH3:11])[CH2:13]1. (4) Given the reactants [C:1]([O:5][CH2:6][CH2:7][C:8]([OH:10])=O)([CH3:4])([CH3:3])[CH3:2].CN1CCOCC1.ClC(OCC(C)C)=O.[NH2:26]/[C:27](=[N:58]\[OH:59])/[C@H:28]([NH:35][C:36]([CH:38]1[N:42]([S:43]([C:46]2[CH:51]=[CH:50][C:49]([C:52]3[CH:57]=[CH:56][CH:55]=[CH:54][CH:53]=3)=[CH:48][CH:47]=2)(=[O:45])=[O:44])[CH2:41][CH2:40][S:39]1)=[O:37])[C:29]1[CH:34]=[CH:33][CH:32]=[CH:31][CH:30]=1, predict the reaction product. The product is: [C:49]1([C:52]2[CH:57]=[CH:56][CH:55]=[CH:54][CH:53]=2)[CH:50]=[CH:51][C:46]([S:43]([N:42]2[CH2:41][CH2:40][S:39][CH:38]2[C:36]([NH:35][CH:28]([C:29]2[CH:34]=[CH:33][CH:32]=[CH:31][CH:30]=2)/[C:27](/[NH:26][C:8](=[O:10])[CH2:7][CH2:6][O:5][C:1]([CH3:2])([CH3:3])[CH3:4])=[N:58]\[OH:59])=[O:37])(=[O:45])=[O:44])=[CH:47][CH:48]=1. (5) Given the reactants [Br:1][C:2]1[S:6][C:5]([CH2:7][NH2:8])=[N:4][N:3]=1.C([O-])([O-])=O.[K+].[K+].[C:15](O[C:15]([O:17][C:18]([CH3:21])([CH3:20])[CH3:19])=[O:16])([O:17][C:18]([CH3:21])([CH3:20])[CH3:19])=[O:16], predict the reaction product. The product is: [Br:1][C:2]1[S:6][C:5]([CH2:7][NH:8][C:15](=[O:16])[O:17][C:18]([CH3:21])([CH3:20])[CH3:19])=[N:4][N:3]=1.